This data is from Forward reaction prediction with 1.9M reactions from USPTO patents (1976-2016). The task is: Predict the product of the given reaction. (1) Given the reactants C(OC(=O)[N:7]([CH2:28][CH:29]1[CH2:31][CH2:30]1)[C@@H:8]1[CH2:10][C@H:9]1[C:11]1[CH:16]=[CH:15][C:14]([N:17]2[C:25](=[O:26])[C:24]3[C:19](=[CH:20][CH:21]=[CH:22][CH:23]=3)[C:18]2=[O:27])=[CH:13][CH:12]=1)(C)(C)C.[ClH:33].COC1CCCC1, predict the reaction product. The product is: [ClH:33].[CH:29]1([CH2:28][NH:7][C@@H:8]2[CH2:10][C@H:9]2[C:11]2[CH:16]=[CH:15][C:14]([N:17]3[C:18](=[O:27])[C:19]4[C:24](=[CH:23][CH:22]=[CH:21][CH:20]=4)[C:25]3=[O:26])=[CH:13][CH:12]=2)[CH2:30][CH2:31]1. (2) Given the reactants [CH3:1][C:2]1[CH:7]=[CH:6][N:5]=[CH:4][CH:3]=1.[Br:8][C:9]1[CH:14]=[CH:13][C:12]([C@H:15]([C:23]2[CH:28]=[CH:27][CH:26]=[CH:25][C:24]=2[CH3:29])[CH2:16][C:17](N(OC)C)=[O:18])=[CH:11][CH:10]=1.C([O-])(O)=O.[Na+], predict the reaction product. The product is: [Br:8][C:9]1[CH:10]=[CH:11][C:12]([C@H:15]([C:23]2[CH:28]=[CH:27][CH:26]=[CH:25][C:24]=2[CH3:29])[CH2:16][C:17](=[O:18])[CH2:1][C:2]2[CH:7]=[CH:6][N:5]=[CH:4][CH:3]=2)=[CH:13][CH:14]=1. (3) Given the reactants [Cl:1][C:2]1[C:3]([O:11][C:12]2[CH:17]=[CH:16][CH:15]=[C:14]([C:18]([F:21])([F:20])[F:19])[CH:13]=2)=[N:4][CH:5]=[C:6]([N+:8]([O-])=O)[CH:7]=1.[Cl-].[Ca+2].[Cl-].O, predict the reaction product. The product is: [Cl:1][C:2]1[CH:7]=[C:6]([NH2:8])[CH:5]=[N:4][C:3]=1[O:11][C:12]1[CH:17]=[CH:16][CH:15]=[C:14]([C:18]([F:19])([F:20])[F:21])[CH:13]=1. (4) Given the reactants [CH3:1][O:2][C:3]1[CH:19]=[CH:18][C:17]([N+:20]([O-])=O)=[CH:16][C:4]=1[O:5][CH2:6][CH2:7][CH2:8][N:9]1[CH2:14][CH2:13][N:12]([CH3:15])[CH2:11][CH2:10]1.[H][H], predict the reaction product. The product is: [CH3:1][O:2][C:3]1[CH:19]=[CH:18][C:17]([NH2:20])=[CH:16][C:4]=1[O:5][CH2:6][CH2:7][CH2:8][N:9]1[CH2:14][CH2:13][N:12]([CH3:15])[CH2:11][CH2:10]1. (5) The product is: [Br:1][C:2]1[CH:3]=[CH:4][C:5]([C:8]2[N:9]=[CH:10][N:11]([CH2:16][O:17][CH2:18][CH2:19][Si:20]([CH3:23])([CH3:22])[CH3:21])[CH:12]=2)=[CH:6][CH:7]=1. Given the reactants [Br:1][C:2]1[CH:7]=[CH:6][C:5]([C:8]2[N:9]=[CH:10][NH:11][CH:12]=2)=[CH:4][CH:3]=1.[H-].[Na+].Cl[CH2:16][O:17][CH2:18][CH2:19][Si:20]([CH3:23])([CH3:22])[CH3:21], predict the reaction product. (6) Given the reactants [H-].[Na+].[Cl:3][C:4]1[C:9]([C:10]2[CH:15]=[CH:14][CH:13]=[CH:12][CH:11]=2)=[N:8][N:7]=[C:6]2[NH:16][N:17]=[C:18]([I:19])[C:5]=12.[CH3:20]I.[Li+].[Cl-], predict the reaction product. The product is: [Cl:3][C:4]1[C:9]([C:10]2[CH:11]=[CH:12][CH:13]=[CH:14][CH:15]=2)=[N:8][N:7]=[C:6]2[N:16]([CH3:20])[N:17]=[C:18]([I:19])[C:5]=12. (7) Given the reactants [NH2:1][C:2]1[C:11]2[C:6](=[CH:7][C:8]([O:14][CH3:15])=[C:9]([O:12][CH3:13])[CH:10]=2)[N:5]=[C:4]([N:16]2[CH2:21][CH2:20][N:19]([C:22](OC(C)(C)C)=[O:23])[CH2:18][CH:17]2[C:29]2[CH:34]=[CH:33][CH:32]=[C:31]([O:35][CH2:36][CH2:37][NH:38][C:39]([O:41][CH2:42][C:43]3[CH:48]=[CH:47][CH:46]=[CH:45][CH:44]=3)=[O:40])[CH:30]=2)[N:3]=1.[C:49]([O:53][C:54]([NH:56][C@@H:57]([C:62]1[CH:67]=[CH:66][CH:65]=[CH:64][CH:63]=1)[CH2:58]C(O)=O)=[O:55])([CH3:52])([CH3:51])[CH3:50].CCN(C(C)C)C(C)C.CN(C(ON1N=NC2C=CC=NC1=2)=[N+](C)C)C.F[P-](F)(F)(F)(F)F, predict the reaction product. The product is: [C:49]([O:53][C:54](=[O:55])[NH:56][C@@H:57]([C:62]1[CH:63]=[CH:64][CH:65]=[CH:66][CH:67]=1)[CH2:58][C:22]([N:19]1[CH2:20][CH2:21][N:16]([C:4]2[N:3]=[C:2]([NH2:1])[C:11]3[C:6](=[CH:7][C:8]([O:14][CH3:15])=[C:9]([O:12][CH3:13])[CH:10]=3)[N:5]=2)[CH:17]([C:29]2[CH:34]=[CH:33][CH:32]=[C:31]([O:35][CH2:36][CH2:37][NH:38][C:39]([O:41][CH2:42][C:43]3[CH:44]=[CH:45][CH:46]=[CH:47][CH:48]=3)=[O:40])[CH:30]=2)[CH2:18]1)=[O:23])([CH3:50])([CH3:51])[CH3:52]. (8) Given the reactants CCOC(/N=N/C(OCC)=O)=O.C1(P(C2C=CC=CC=2)C2C=CC=CC=2)C=CC=CC=1.[C:32]([OH:43])(=[O:42])[CH:33]([C:36]1[CH:41]=[CH:40][CH:39]=[CH:38][CH:37]=1)[CH2:34]O, predict the reaction product. The product is: [C:36]1([CH:33]2[CH2:34][O:43][C:32]2=[O:42])[CH:37]=[CH:38][CH:39]=[CH:40][CH:41]=1.